This data is from Forward reaction prediction with 1.9M reactions from USPTO patents (1976-2016). The task is: Predict the product of the given reaction. (1) Given the reactants [OH:1][NH:2][C:3](=[NH:7])[CH:4]([CH3:6])[CH3:5].[OH:8][CH:9]1[CH2:14][CH2:13][N:12]([C:15]#N)[CH2:11][CH2:10]1, predict the reaction product. The product is: [CH:4]([C:3]1[N:7]=[C:15]([N:12]2[CH2:13][CH2:14][CH:9]([OH:8])[CH2:10][CH2:11]2)[O:1][N:2]=1)([CH3:6])[CH3:5]. (2) Given the reactants Br[C:2]1[CH:7]=[CH:6][C:5]([CH:8]([C:21]2[CH:26]=[CH:25][C:24]([F:27])=[CH:23][C:22]=2[CH3:28])[CH2:9]/[C:10](/[C:13]2[CH:14]=[CH:15][C:16](=[O:20])[N:17]([CH3:19])[CH:18]=2)=[N:11]\[OH:12])=[CH:4][CH:3]=1.[NH:29]1[C:33]([C:34]2[CH:39]=[CH:38][C:37](B(O)O)=[CH:36][CH:35]=2)=[N:32][N:31]=[N:30]1.C(=O)([O-])[O-].[Na+].[Na+].C(O)(=O)CC(CC(O)=O)(C(O)=O)O, predict the reaction product. The product is: [F:27][C:24]1[CH:25]=[CH:26][C:21]([CH:8]([C:5]2[CH:4]=[CH:3][C:2]([C:37]3[CH:36]=[CH:35][C:34]([C:33]4[NH:32][N:31]=[N:30][N:29]=4)=[CH:39][CH:38]=3)=[CH:7][CH:6]=2)[CH2:9]/[C:10](/[C:13]2[CH:14]=[CH:15][C:16](=[O:20])[N:17]([CH3:19])[CH:18]=2)=[N:11]\[OH:12])=[C:22]([CH3:28])[CH:23]=1. (3) Given the reactants [CH3:1][O:2][C:3]1[CH:4]=[C:5]2[C:10](=[CH:11][CH:12]=1)[C:9]([O:13][C:14]1[CH:19]=[CH:18][C:17]([O:20][CH2:21][CH2:22][N:23]3[CH2:28][CH2:27][CH2:26][CH2:25][CH2:24]3)=[CH:16][CH:15]=1)=[C:8]([C:29]1[CH:30]=[C:31]([C:35]([N:37]3[CH2:42][CH2:41][O:40][CH2:39][CH2:38]3)=[O:36])[CH:32]=[CH:33][CH:34]=1)[CH:7]=[CH:6]2.[ClH:43].C(OCC)C, predict the reaction product. The product is: [ClH:43].[CH3:1][O:2][C:3]1[CH:4]=[C:5]2[C:10](=[CH:11][CH:12]=1)[C:9]([O:13][C:14]1[CH:19]=[CH:18][C:17]([O:20][CH2:21][CH2:22][N:23]3[CH2:24][CH2:25][CH2:26][CH2:27][CH2:28]3)=[CH:16][CH:15]=1)=[C:8]([C:29]1[CH:30]=[C:31]([C:35]([N:37]3[CH2:38][CH2:39][O:40][CH2:41][CH2:42]3)=[O:36])[CH:32]=[CH:33][CH:34]=1)[CH:7]=[CH:6]2. (4) Given the reactants [CH3:1][C:2]1[CH:7]=C(C)C=C(C)[C:3]=1S([O-])(=O)=O.[NH2:14][N+:15]1[CH:20]=[CH:19][C:18]([Br:21])=[CH:17][C:16]=1[NH2:22].C(Cl)(=O)C(C)C, predict the reaction product. The product is: [Br:21][C:18]1[CH:19]=[CH:20][N:15]2[N:14]=[C:1]([CH:2]([CH3:7])[CH3:3])[N:22]=[C:16]2[CH:17]=1. (5) Given the reactants Br[C:2]1[CH:3]=[N:4][CH:5]=[C:6]2[C:11]=1[N:10]=[C:9]([C:12]([NH2:14])=[O:13])[CH:8]=[CH:7]2.[Cl:15][C:16]1[CH:17]=[C:18](B(O)O)[CH:19]=[CH:20][CH:21]=1, predict the reaction product. The product is: [Cl:15][C:16]1[CH:21]=[C:20]([C:2]2[CH:3]=[N:4][CH:5]=[C:6]3[C:11]=2[N:10]=[C:9]([C:12]([NH2:14])=[O:13])[CH:8]=[CH:7]3)[CH:19]=[CH:18][CH:17]=1. (6) Given the reactants [NH2:1][C:2]1[C:9](I)=[CH:8][C:5]([C:6]#[N:7])=[C:4]([C:11]([F:14])([F:13])[F:12])[CH:3]=1.[C:15]([Cu])#[N:16], predict the reaction product. The product is: [NH2:1][C:2]1[CH:3]=[C:4]([C:11]([F:14])([F:13])[F:12])[C:5]([C:6]#[N:7])=[CH:8][C:9]=1[C:15]#[N:16]. (7) The product is: [Cl:22][C:23]1[CH:24]=[C:25]([CH:47]=[CH:48][C:49]=1[Cl:50])[CH2:26][N:27]1[CH2:32][CH2:31][O:30][C@@H:29]([CH2:33][NH:34][C:35]([NH:12][CH2:11][CH2:10][CH2:9][S:6]([N:1]2[CH2:2][CH2:3][CH2:4][CH2:5]2)(=[O:7])=[O:8])=[O:36])[CH2:28]1. Given the reactants [N:1]1([S:6]([CH2:9][CH2:10][CH2:11][NH2:12])(=[O:8])=[O:7])[CH2:5][CH2:4][CH2:3][CH2:2]1.C(N(CC)C(C)C)(C)C.[Cl:22][C:23]1[CH:24]=[C:25]([CH:47]=[CH:48][C:49]=1[Cl:50])[CH2:26][N:27]1[CH2:32][CH2:31][O:30][C@@H:29]([CH2:33][NH:34][C:35](=O)[O:36]C2C=CC([N+]([O-])=O)=CC=2)[CH2:28]1, predict the reaction product. (8) Given the reactants Br[C:2]1[N:3]=[C:4](/[CH:8]=[CH:9]/[C:10]2[N:20]=[C:13]3[C:14]([CH3:19])=[N:15][CH:16]=[C:17]([CH3:18])[N:12]3[N:11]=2)[N:5]([CH3:7])[CH:6]=1.[CH3:21][N:22]1[CH2:26][CH2:25][NH:24][C:23]1=[O:27], predict the reaction product. The product is: [CH3:18][C:17]1[N:12]2[N:11]=[C:10](/[CH:9]=[CH:8]/[C:4]3[N:5]([CH3:7])[CH:6]=[C:2]([N:24]4[CH2:25][CH2:26][N:22]([CH3:21])[C:23]4=[O:27])[N:3]=3)[N:20]=[C:13]2[C:14]([CH3:19])=[N:15][CH:16]=1. (9) The product is: [CH3:10][C:3]1[C:4]([CH2:8][OH:9])=[CH:5][CH:6]=[CH:7][C:2]=1[C:11]1[CH:16]=[CH:15][CH:14]=[CH:13][CH:12]=1. Given the reactants Br[C:2]1[C:3]([CH3:10])=[C:4]([CH2:8][OH:9])[CH:5]=[CH:6][CH:7]=1.[C:11]1(B(O)O)[CH:16]=[CH:15][CH:14]=[CH:13][CH:12]=1.C(=O)(O)[O-].[Na+], predict the reaction product. (10) Given the reactants [H-].[Na+].[CH3:3][C:4]1[N:8]([CH2:9][C:10]2([OH:18])[CH2:17][CH2:16][CH2:15][CH2:14][CH2:13][CH2:12][CH2:11]2)[N:7]=[CH:6][CH:5]=1.[CH:19]([S:21]([CH3:24])(=[O:23])=[O:22])=[CH2:20].[NH4+].[Cl-], predict the reaction product. The product is: [CH3:3][C:4]1[N:8]([CH2:9][C:10]2([O:18][CH2:20][CH2:19][S:21]([CH3:24])(=[O:23])=[O:22])[CH2:11][CH2:12][CH2:13][CH2:14][CH2:15][CH2:16][CH2:17]2)[N:7]=[CH:6][CH:5]=1.